This data is from Cav3 T-type calcium channel HTS with 100,875 compounds. The task is: Binary Classification. Given a drug SMILES string, predict its activity (active/inactive) in a high-throughput screening assay against a specified biological target. (1) The drug is Brc1oc(c2oc(nn2)c2cc3OCOc3cc2)cc1. The result is 0 (inactive). (2) The compound is O=C1N(CCC1)CCCNC(=O)c1ccc(OC)cc1. The result is 0 (inactive).